From a dataset of Full USPTO retrosynthesis dataset with 1.9M reactions from patents (1976-2016). Predict the reactants needed to synthesize the given product. Given the product [CH3:28][O:27][CH2:26][C:23]1([CH2:22][CH2:21][CH2:20][CH2:19][CH2:18][CH2:17][CH2:16][CH2:15][CH2:14][CH2:13][CH2:12][CH2:11][C:8]2([C:6]([OH:7])=[O:5])[CH2:10][CH2:9]2)[CH2:24][CH2:25]1, predict the reactants needed to synthesize it. The reactants are: [OH-].[K+].C([O:5][C:6]([C:8]1([CH2:11][CH2:12][CH2:13][CH2:14][CH2:15][CH2:16][CH2:17][CH2:18][CH2:19][CH2:20][CH2:21][CH2:22][C:23]2([CH2:26][O:27][CH3:28])[CH2:25][CH2:24]2)[CH2:10][CH2:9]1)=[O:7])C.Cl.